Predict the reaction yield, written as a fraction of the theoretical maximum amount of product (1.0 means a 100% yield; for example, 0.34 means a 34% yield). From a dataset of Reaction yield outcomes from USPTO patents with 853,638 reactions. (1) The reactants are CC(C[AlH]CC(C)C)C.[F:10][C:11]1[CH:32]=[CH:31][CH:30]=[C:29]([F:33])[C:12]=1[CH2:13][N:14]1[C:19]([CH3:20])=[C:18]([C:21](OCC)=[O:22])[C:17](=[O:26])[C:16]([Br:27])=[C:15]1[CH3:28]. The catalyst is CO. The product is [F:10][C:11]1[CH:32]=[CH:31][CH:30]=[C:29]([F:33])[C:12]=1[CH2:13][N:14]1[C:19]([CH3:20])=[C:18]([CH:21]=[O:22])[C:17](=[O:26])[C:16]([Br:27])=[C:15]1[CH3:28]. The yield is 0.640. (2) The reactants are [C:1](=O)([O-])[O-].[K+].[K+].[Br:7][C:8]1[CH:9]=[C:10]([CH:12]=[CH:13][CH:14]=1)[NH2:11].[CH2:15](Br)[CH:16]=[CH2:17].[C:19](#N)[CH3:20]. No catalyst specified. The product is [Br:7][C:8]1[CH:9]=[C:10]([CH:12]=[CH:13][CH:14]=1)[N:11]([CH2:1][CH:19]=[CH2:20])[CH2:15][CH:16]=[CH2:17]. The yield is 0.850. (3) The reactants are C[N:2](C)[CH:3]=[CH:4][C:5]([C:7]1[C:15]2[O:14][C:13]([S:16][CH2:17][CH2:18][N:19]3[CH2:24][CH2:23][N:22]([CH2:25][C:26]([NH:28][C:29]4[C:34]([CH:35]([CH3:37])[CH3:36])=[CH:33][CH:32]=[CH:31][C:30]=4[CH:38]([CH3:40])[CH3:39])=[O:27])[CH2:21][CH2:20]3)=[N:12][C:11]=2[CH:10]=[CH:9][CH:8]=1)=O.C(O)(=O)C.O.[NH2:47]N. The catalyst is CO. The product is [NH:2]1[CH:3]=[CH:4][C:5]([C:7]2[C:15]3[O:14][C:13]([S:16][CH2:17][CH2:18][N:19]4[CH2:20][CH2:21][N:22]([CH2:25][C:26]([NH:28][C:29]5[C:34]([CH:35]([CH3:37])[CH3:36])=[CH:33][CH:32]=[CH:31][C:30]=5[CH:38]([CH3:40])[CH3:39])=[O:27])[CH2:23][CH2:24]4)=[N:12][C:11]=3[CH:10]=[CH:9][CH:8]=2)=[N:47]1. The yield is 0.580. (4) The reactants are C[Si]([CH:5]=[N+:6]=[N-])(C)C.C[C:9]1[N:17]=[C:16](N)[CH:15]=[CH:14][C:10]=1[C:11]([OH:13])=[O:12].[CH2:19](OCC)C.CO. The catalyst is C(OCC)C.C(OCC)(=O)C. The product is [C:5]([C:16]1[CH:15]=[CH:14][C:10]([C:11]([O:13][CH3:19])=[O:12])=[CH:9][N:17]=1)#[N:6]. The yield is 1.00. (5) The reactants are [CH:1]1([N:4]([S:24]([C:27]2[CH:32]=[CH:31][CH:30]=[CH:29][N:28]=2)(=[O:26])=[O:25])[C:5]2[CH:6]=[C:7]([O:19][CH2:20][CH2:21][O:22][CH3:23])[CH:8]=[C:9]3[C:13]=2[NH:12][CH:11]([C:14]([O:16][CH2:17][CH3:18])=[O:15])[CH2:10]3)[CH2:3][CH2:2]1. The catalyst is [O-2].[Mn+4].[O-2].C1(C)C=CC=CC=1. The product is [CH:1]1([N:4]([S:24]([C:27]2[CH:32]=[CH:31][CH:30]=[CH:29][N:28]=2)(=[O:26])=[O:25])[C:5]2[CH:6]=[C:7]([O:19][CH2:20][CH2:21][O:22][CH3:23])[CH:8]=[C:9]3[C:13]=2[NH:12][C:11]([C:14]([O:16][CH2:17][CH3:18])=[O:15])=[CH:10]3)[CH2:3][CH2:2]1. The yield is 0.940. (6) The reactants are [CH3:1][C:2]1([CH3:17])[CH2:11][CH2:10][C:9]([CH3:13])([CH3:12])[C:8]2[CH:7]=[C:6]([C:14](O)=[O:15])[CH:5]=[CH:4][C:3]1=2.CN(C=O)C.[NH2:23][C:24]1[CH:33]=[CH:32][C:27]([C:28]([O:30][CH3:31])=[O:29])=[CH:26][CH:25]=1.O. The catalyst is O=S(Cl)Cl.CN(C1C=CN=CC=1)C. The product is [CH3:1][C:2]1([CH3:17])[CH2:11][CH2:10][C:9]([CH3:12])([CH3:13])[C:8]2[CH:7]=[C:6]([C:14]([NH:23][C:24]3[CH:25]=[CH:26][C:27]([C:28]([O:30][CH3:31])=[O:29])=[CH:32][CH:33]=3)=[O:15])[CH:5]=[CH:4][C:3]1=2. The yield is 0.730. (7) The catalyst is [Cu](I)I.O1CCOCC1. The reactants are [CH3:1][C:2]1[CH:7]=[CH:6][N:5]=[CH:4][C:3]=1[N:8]1[CH2:12][CH2:11][NH:10][C:9]1=[O:13].Br[C:15]1[CH:16]=[CH:17][C:18]([F:23])=[C:19]([CH:22]=1)[CH:20]=[O:21].N[C@@H]1CCCC[C@H]1N.P([O-])([O-])([O-])=O.[K+].[K+].[K+]. The yield is 0.703. The product is [F:23][C:18]1[CH:17]=[CH:16][C:15]([N:10]2[CH2:11][CH2:12][N:8]([C:3]3[CH:4]=[N:5][CH:6]=[CH:7][C:2]=3[CH3:1])[C:9]2=[O:13])=[CH:22][C:19]=1[CH:20]=[O:21].